The task is: Predict the reactants needed to synthesize the given product.. This data is from Full USPTO retrosynthesis dataset with 1.9M reactions from patents (1976-2016). Given the product [Br:16][C:17]1[C:18]([O:15][C:3]2[CH:4]=[CH:5][C:6]3[N:7]([CH2:11][CH:12]4[CH2:14][CH2:13]4)[N:8]=[N:9][C:10]=3[C:2]=2[Cl:1])=[N:19][CH:20]=[CH:21][CH:22]=1, predict the reactants needed to synthesize it. The reactants are: [Cl:1][C:2]1[C:10]2[N:9]=[N:8][N:7]([CH2:11][CH:12]3[CH2:14][CH2:13]3)[C:6]=2[CH:5]=[CH:4][C:3]=1[OH:15].[Br:16][C:17]1[C:18](Cl)=[N:19][CH:20]=[CH:21][CH:22]=1.C(=O)([O-])[O-].[Cs+].[Cs+].